This data is from Forward reaction prediction with 1.9M reactions from USPTO patents (1976-2016). The task is: Predict the product of the given reaction. (1) Given the reactants [CH:1]1([CH2:4][O:5][C:6]2[CH:11]=[CH:10][CH:9]=[CH:8][C:7]=2[C:12]2[C:13]3[NH:20][CH:19]=[C:18]([C:21](O)=[O:22])[C:14]=3[N:15]=[CH:16][N:17]=2)[CH2:3][CH2:2]1.[C:24]([O:28][C:29]([N:31]1[CH2:36][CH2:35][CH:34]([NH2:37])[CH2:33][CH2:32]1)=[O:30])([CH3:27])([CH3:26])[CH3:25], predict the reaction product. The product is: [C:24]([O:28][C:29]([N:31]1[CH2:36][CH2:35][CH:34]([NH:37][C:21]([C:18]2[C:14]3[N:15]=[CH:16][N:17]=[C:12]([C:7]4[CH:8]=[CH:9][CH:10]=[CH:11][C:6]=4[O:5][CH2:4][CH:1]4[CH2:2][CH2:3]4)[C:13]=3[NH:20][CH:19]=2)=[O:22])[CH2:33][CH2:32]1)=[O:30])([CH3:27])([CH3:25])[CH3:26]. (2) Given the reactants [F:1][C:2]1[CH:9]=[CH:8][C:7]([F:10])=[CH:6][C:3]=1[CH:4]=O.[NH2:11][C:12]1[CH:13]=[C:14]2[C:18]3=[C:19]([CH2:21][S:22][CH2:23][CH2:24][N:17]3[C@H:16]3[CH2:25][CH2:26][N:27](C(OC(C)(C)C)=O)[CH2:28][C@@H:15]23)[CH:20]=1, predict the reaction product. The product is: [F:1][C:2]1[CH:9]=[CH:8][C:7]([F:10])=[CH:6][C:3]=1[CH2:4][NH:11][C:12]1[CH:13]=[C:14]2[C:18]3=[C:19]([CH2:21][S:22][CH2:23][CH2:24][N:17]3[C@H:16]3[CH2:25][CH2:26][NH:27][CH2:28][C@@H:15]23)[CH:20]=1. (3) Given the reactants [OH:1][C:2]1[CH:3]=[CH:4][C:5]([C:8]([OH:10])=[O:9])=[N:6][CH:7]=1.C1C=[CH:13][C:14]2N(O)N=N[C:15]=2[CH:16]=1.CCN(C(C)C)C(C)C.C1(CO)CC1, predict the reaction product. The product is: [CH:15]1([CH2:16][O:9][C:8]([C:5]2[CH:4]=[CH:3][C:2]([OH:1])=[CH:7][N:6]=2)=[O:10])[CH2:13][CH2:14]1. (4) Given the reactants [Br:1][C:2]1[CH:11]=[C:10]2[C:5]([CH:6]=[CH:7][C:8](=[O:12])[NH:9]2)=[N:4][CH:3]=1.[O:13]1[CH2:15][CH:14]1[C:16]12[CH2:23][CH2:22][C:19]([NH:24][C:25](=[O:31])[O:26][C:27]([CH3:30])([CH3:29])[CH3:28])([CH2:20][CH2:21]1)[CH2:18][O:17]2.C(=O)([O-])[O-].[Cs+].[Cs+], predict the reaction product. The product is: [Br:1][C:2]1[CH:11]=[C:10]2[C:5]([CH:6]=[CH:7][C:8](=[O:12])[N:9]2[CH2:15][CH:14]([C:16]23[CH2:23][CH2:22][C:19]([NH:24][C:25](=[O:31])[O:26][C:27]([CH3:30])([CH3:29])[CH3:28])([CH2:20][CH2:21]2)[CH2:18][O:17]3)[OH:13])=[N:4][CH:3]=1. (5) The product is: [CH3:16][C@H:17]1[NH:18][C@@H:19]([CH3:23])[CH2:20][N:21]([CH2:2][C:3]([NH:5][C:6]2[CH:15]=[CH:14][CH:13]=[C:12]3[C:7]=2[CH:8]=[CH:9][CH:10]=[N:11]3)=[O:4])[CH2:22]1. Given the reactants Cl[CH2:2][C:3]([NH:5][C:6]1[CH:15]=[CH:14][CH:13]=[C:12]2[C:7]=1[CH:8]=[CH:9][CH:10]=[N:11]2)=[O:4].[CH3:16][C@H:17]1[CH2:22][NH:21][CH2:20][C@@H:19]([CH3:23])[NH:18]1.C(=O)(O)[O-].[Na+], predict the reaction product. (6) Given the reactants [F:1][C:2]1[CH:3]=[CH:4][C:5]2[N:6]([CH2:16][CH:17]3[CH2:19][O:18]3)[C:7]3[C:12]([C:13]=2[CH:14]=1)=[CH:11][C:10]([F:15])=[CH:9][CH:8]=3.NCCCN.[C:25]([N:32]1[CH:36]=[CH:35]N=C1)([N:27]1[CH:31]=CN=C1)=[O:26], predict the reaction product. The product is: [F:15][C:10]1[CH:9]=[CH:8][C:7]2[N:6]([CH2:16][CH:17]([OH:18])[CH2:19][N:32]3[CH2:36][CH2:35][CH2:31][NH:27][C:25]3=[O:26])[C:5]3[C:13]([C:12]=2[CH:11]=1)=[CH:14][C:2]([F:1])=[CH:3][CH:4]=3. (7) Given the reactants [CH3:1][O:2][CH2:3][CH2:4][OH:5].[H-].[Na+].[Cl:8][C:9]1[CH:34]=[CH:33][CH:32]=[CH:31][C:10]=1[C:11]([NH:13][C:14](=[O:30])[NH:15][C:16]1[S:17][C:18]2[CH:24]=[C:23]([S:25]([CH:28]=[CH2:29])(=[O:27])=[O:26])[CH:22]=[CH:21][C:19]=2[N:20]=1)=[O:12], predict the reaction product. The product is: [Cl:8][C:9]1[CH:34]=[CH:33][CH:32]=[CH:31][C:10]=1[C:11]([NH:13][C:14](=[O:30])[NH:15][C:16]1[S:17][C:18]2[CH:24]=[C:23]([S:25]([CH2:28][CH2:29][O:5][CH2:4][CH2:3][O:2][CH3:1])(=[O:27])=[O:26])[CH:22]=[CH:21][C:19]=2[N:20]=1)=[O:12]. (8) Given the reactants [C:1]([C:3]1[C:8]([CH2:9][C:10]([O:12][CH3:13])=[O:11])=[CH:7][CH:6]=[CH:5][N:4]=1)#[CH:2].C(N(CC)CC)C.Cl[C:22]1[C:27]([C:28]([F:31])([F:30])[F:29])=[CH:26][N:25]=[C:24]([NH:32][C:33]2[CH:38]=[CH:37][C:36]([CH:39]3[CH2:44][CH2:43][N:42]([C:45]([O:47][C:48]([CH3:51])([CH3:50])[CH3:49])=[O:46])[CH2:41][CH2:40]3)=[CH:35][CH:34]=2)[N:23]=1.C1(P(C2C=CC=CC=2)C2C=CC=CC=2)C=CC=CC=1, predict the reaction product. The product is: [CH3:13][O:12][C:10](=[O:11])[CH2:9][C:8]1[C:3]([C:1]#[C:2][C:26]2[C:27]([C:28]([F:29])([F:30])[F:31])=[CH:22][N:23]=[C:24]([NH:32][C:33]3[CH:38]=[CH:37][C:36]([CH:39]4[CH2:40][CH2:41][N:42]([C:45]([O:47][C:48]([CH3:51])([CH3:50])[CH3:49])=[O:46])[CH2:43][CH2:44]4)=[CH:35][CH:34]=3)[N:25]=2)=[N:4][CH:5]=[CH:6][CH:7]=1. (9) Given the reactants [CH:1]1([C:4]2[CH:5]=[C:6]([N+:16]([O-])=O)[C:7]([NH:10][CH2:11][C:12](OC)=[O:13])=[N:8][CH:9]=2)[CH2:3][CH2:2]1.C(O)C, predict the reaction product. The product is: [CH:1]1([C:4]2[CH:9]=[N:8][C:7]3[NH:10][CH2:11][C:12](=[O:13])[NH:16][C:6]=3[CH:5]=2)[CH2:3][CH2:2]1.